Dataset: Catalyst prediction with 721,799 reactions and 888 catalyst types from USPTO. Task: Predict which catalyst facilitates the given reaction. (1) Reactant: [Cl:1][C:2]1[CH:7]=[CH:6][CH:5]=[C:4]([Cl:8])[C:3]=1[C:9]1[C:10]([OH:15])=[CH:11][CH:12]=[CH:13][CH:14]=1.C(=O)([O-])[O-].[K+].[K+].C(Br)C=C.[CH2:26]([O:29]CC=C)[CH:27]=[CH2:28].C(C1C=CC=C(C2C(Cl)=CC=CC=2Cl)C=1O)C=C.ClC1C=C(C=CC=1)C(OO)=O. Product: [Cl:1][C:2]1[CH:7]=[CH:6][CH:5]=[C:4]([Cl:8])[C:3]=1[C:9]1[C:10]2[O:15][CH:27]([CH2:26][OH:29])[CH2:28][C:11]=2[CH:12]=[CH:13][CH:14]=1. The catalyst class is: 728. (2) Reactant: [Mg].[CH2:2]([C:4]1[C:12]2[N:11]3[C@H:13]([CH3:18])[CH2:14][NH:15][C:16](=[O:17])[C:10]3=[CH:9][C:8]=2[CH:7]=[CH:6][CH:5]=1)[CH3:3].[H][H].P([O-])([O-])([O-])=O.[K+].[K+].[K+]. Product: [CH2:2]([C:4]1[C:12]2[N:11]3[C@H:13]([CH3:18])[CH2:14][NH:15][C:16](=[O:17])[C@@H:10]3[CH2:9][C:8]=2[CH:7]=[CH:6][CH:5]=1)[CH3:3]. The catalyst class is: 5.